Dataset: Forward reaction prediction with 1.9M reactions from USPTO patents (1976-2016). Task: Predict the product of the given reaction. (1) Given the reactants [O:1]1CCCC1.[CH:6]1(/[C:10](/[C:41]2[CH:46]=[CH:45][C:44]([S:47][CH3:48])=[CH:43][C:42]=2[CH3:49])=[C:11](/[C:28]2[CH:33]=[CH:32][C:31](/[CH:34]=[CH:35]/[C:36]([O:38][CH2:39][CH3:40])=[O:37])=[CH:30][CH:29]=2)\[C:12]2[CH:13]=[C:14]3[C:18](=[CH:19][CH:20]=2)[N:17]([CH:21]2[CH2:26][CH2:25][CH2:24][CH2:23][O:22]2)[N:16]=[C:15]3[F:27])[CH2:9][CH2:8][CH2:7]1.I([O-])(=O)(=O)=O.[Na+], predict the reaction product. The product is: [CH:6]1(/[C:10](/[C:41]2[CH:46]=[CH:45][C:44]([S:47]([CH3:48])=[O:1])=[CH:43][C:42]=2[CH3:49])=[C:11](/[C:28]2[CH:33]=[CH:32][C:31](/[CH:34]=[CH:35]/[C:36]([O:38][CH2:39][CH3:40])=[O:37])=[CH:30][CH:29]=2)\[C:12]2[CH:13]=[C:14]3[C:18](=[CH:19][CH:20]=2)[N:17]([CH:21]2[CH2:26][CH2:25][CH2:24][CH2:23][O:22]2)[N:16]=[C:15]3[F:27])[CH2:7][CH2:8][CH2:9]1. (2) Given the reactants [Cl:1][C:2]1[CH:7]=[C:6]([O:8][CH2:9][CH2:10][CH2:11][OH:12])[C:5]([NH:13]C(=O)C(C)(C)C)=[C:4]([CH:20]([C:22]2[CH:27]=[CH:26][CH:25]=[C:24]([O:28][CH3:29])[C:23]=2[O:30][CH3:31])[OH:21])[CH:3]=1.[OH-].[K+], predict the reaction product. The product is: [NH2:13][C:5]1[C:4]([CH:20]([C:22]2[CH:27]=[CH:26][CH:25]=[C:24]([O:28][CH3:29])[C:23]=2[O:30][CH3:31])[OH:21])=[CH:3][C:2]([Cl:1])=[CH:7][C:6]=1[O:8][CH2:9][CH2:10][CH2:11][OH:12]. (3) The product is: [Br:1][C:2]1[CH:3]=[C:4]([CH3:23])[C:5]([C:9]2[C:13](=[O:14])[CH:12]([CH2:15][CH:16]3[CH2:21][CH2:20][O:19][CH2:18][CH2:17]3)[CH2:11][C:10]=2[O:22][C:31](=[O:36])[C:32]([CH3:35])([CH3:34])[CH3:33])=[C:6]([CH3:8])[CH:7]=1. Given the reactants [Br:1][C:2]1[CH:7]=[C:6]([CH3:8])[C:5]([CH:9]2[C:13](=[O:14])[CH:12]([CH2:15][CH:16]3[CH2:21][CH2:20][O:19][CH2:18][CH2:17]3)[CH2:11][C:10]2=[O:22])=[C:4]([CH3:23])[CH:3]=1.C(N(CC)CC)C.[C:31](Cl)(=[O:36])[C:32]([CH3:35])([CH3:34])[CH3:33], predict the reaction product. (4) Given the reactants [Br:1][C:2]1[CH:3]=[C:4]2[C:9](=[CH:10][CH:11]=1)[N:8]=[C:7]([C:12]1[CH:17]=[C:16]([O:18][CH3:19])[C:15]([O:20][CH3:21])=[C:14]([O:22][CH3:23])[CH:13]=1)[CH:6]=[C:5]2[C:24](O)=[O:25].Cl.Cl.[NH2:29][CH:30]([CH2:33][C:34]1[C:42]2[C:37](=[CH:38][N:39]=[CH:40][CH:41]=2)[NH:36][CH:35]=1)[CH2:31][OH:32].C1C=CC2N(O)N=NC=2C=1.CCN=C=NCCCN(C)C, predict the reaction product. The product is: [OH:32][CH2:31][CH:30]([NH:29][C:24]([C:5]1[C:4]2[C:9](=[CH:10][CH:11]=[C:2]([Br:1])[CH:3]=2)[N:8]=[C:7]([C:12]2[CH:17]=[C:16]([O:18][CH3:19])[C:15]([O:20][CH3:21])=[C:14]([O:22][CH3:23])[CH:13]=2)[CH:6]=1)=[O:25])[CH2:33][C:34]1[C:42]2[C:37](=[CH:38][N:39]=[CH:40][CH:41]=2)[NH:36][CH:35]=1.